This data is from Choline transporter screen with 302,306 compounds. The task is: Binary Classification. Given a drug SMILES string, predict its activity (active/inactive) in a high-throughput screening assay against a specified biological target. (1) The molecule is Clc1cc2N(CC(=O)NCC(c3ccccc3)C)C(=O)c3c(Oc2cc1)nccc3. The result is 0 (inactive). (2) The compound is o1c2c(c3CCCc3c1=O)ccc(O)c2CN(CCCC)CCCC. The result is 0 (inactive). (3) The compound is S(=O)(=O)(N(C1CCCCC1)C)c1cc2c(n(cc(c2=O)C(=O)NCCCN2CCC(CC2)C)CC)cc1. The result is 1 (active). (4) The molecule is s1c(C(=O)N2CCN(CC2)c2c(OC)cccc2)c(n2c1nc(c2)c1ccc(F)cc1)C. The result is 0 (inactive). (5) The drug is S(=O)(=O)(Nc1ccc(NC(=O)c2cccnc2)cc1)c1ccc(cc1)C. The result is 0 (inactive). (6) The compound is O1C2(OC(CC2)C)C(O)C(O)CC1CCO. The result is 0 (inactive). (7) The drug is S(=O)(=O)(N1CCCC1)c1ccc(cc1)C(=O)Nc1sc2CN(CCc2c1C(=O)N)CCC. The result is 0 (inactive). (8) The compound is S(=O)(=O)(N(c1c(cc(cc1)C)C)CC(=O)N\N=C\c1c(n(c(c1)C)c1ccc(cc1)C)C)C. The result is 0 (inactive). (9) The molecule is S(CCn1c(N2CCCCC2)nc2n(c(=O)n(c(=O)c12)C)C)c1nc(ccn1)C. The result is 0 (inactive). (10) The compound is O(c1cc2c(n3c(c2)c(=O)[nH]nc3CC)cc1)C. The result is 0 (inactive).